From a dataset of Catalyst prediction with 721,799 reactions and 888 catalyst types from USPTO. Predict which catalyst facilitates the given reaction. (1) Reactant: C(N(CC)CC)C.[Br:8][C:9]1[CH:14]=[CH:13][C:12]([C:15](=O)[CH2:16][S:17][C:18]#[N:19])=[CH:11][CH:10]=1.[Cl-].[CH2:22]([O:24][C:25]([C:27]1([NH3+:30])[CH2:29][CH2:28]1)=[O:26])[CH3:23]. Product: [Br:8][C:9]1[CH:14]=[CH:13][C:12]([C:15]2[N:19]=[C:18]([NH:30][C:27]3([C:25]([O:24][CH2:22][CH3:23])=[O:26])[CH2:29][CH2:28]3)[S:17][CH:16]=2)=[CH:11][CH:10]=1. The catalyst class is: 8. (2) Reactant: [F:1][C:2]1[C:24]([CH3:25])=[CH:23][C:5]2[N:6]([CH:10]3[CH2:15][CH2:14][N:13](C(OC(C)(C)C)=O)[CH2:12][CH2:11]3)[C:7](=[O:9])[NH:8][C:4]=2[CH:3]=1.FC(F)(F)C(O)=O. Product: [F:1][C:2]1[C:24]([CH3:25])=[CH:23][C:5]2[N:6]([CH:10]3[CH2:11][CH2:12][NH:13][CH2:14][CH2:15]3)[C:7](=[O:9])[NH:8][C:4]=2[CH:3]=1. The catalyst class is: 4. (3) Reactant: [ClH:1].[CH2:2]([N:4]=C=NCCCN(C)C)[CH3:3].[OH2:13].ON1[C:19]2[CH:20]=[CH:21][CH:22]=[CH:23][C:18]=2N=N1.[OH:24][C:25]1[C:26]([C:35]([OH:37])=O)=[N:27][C:28]2[C:33]([N:34]=1)=[CH:32][CH:31]=[CH:30][CH:29]=2.[CH3:38][N:39]1[CH2:44][CH2:43]O[CH2:41][CH2:40]1.C(Cl)Cl.C([O:51][CH2:52]C)(=O)C. Product: [Cl:1][C:18]1[CH:23]=[CH:22][C:21]([O:51][CH:52]2[CH2:41][CH2:40][N:39]([C:38](=[O:13])[C@@H:2]([NH:4][C:35]([C:26]3[C:25]([OH:24])=[N:34][C:33]4[C:28](=[CH:29][CH:30]=[CH:31][CH:32]=4)[N:27]=3)=[O:37])[CH3:3])[CH2:44][CH2:43]2)=[CH:20][CH:19]=1. The catalyst class is: 2.